The task is: Predict the reaction yield, written as a fraction of the theoretical maximum amount of product (1.0 means a 100% yield; for example, 0.34 means a 34% yield).. This data is from Reaction yield outcomes from USPTO patents with 853,638 reactions. (1) The reactants are [F:1][C:2]1[CH:7]=[CH:6][C:5]([C:8]2[N:9]=[C:10]3[C:15]([CH3:16])=[C:14]([CH3:17])[C:13]([N:18]4[CH2:23][CH2:22][NH:21][CH2:20][CH2:19]4)=[N:12][N:11]3[C:24]=2[I:25])=[CH:4][CH:3]=1.CN(C1C=CC=CN=1)C.[C:35](=O)([O:41]C(C)(C)C)[O:36][C:37]([CH3:40])([CH3:39])[CH3:38]. The catalyst is O1CCCC1. The product is [F:1][C:2]1[CH:3]=[CH:4][C:5]([C:8]2[N:9]=[C:10]3[C:15]([CH3:16])=[C:14]([CH3:17])[C:13]([N:18]4[CH2:23][CH2:22][N:21]([C:35]([O:36][C:37]([CH3:40])([CH3:39])[CH3:38])=[O:41])[CH2:20][CH2:19]4)=[N:12][N:11]3[C:24]=2[I:25])=[CH:6][CH:7]=1. The yield is 0.780. (2) The reactants are [N+:1]([C:4]1[CH:5]=[CH:6][CH:7]=[C:8]2[C:12]=1[NH:11][CH:10]=[CH:9]2)([O-])=O.C([O-])=O.[NH4+]. The catalyst is C(O)C.[Pd]. The product is [NH:11]1[C:12]2[C:8](=[CH:7][CH:6]=[CH:5][C:4]=2[NH2:1])[CH:9]=[CH:10]1. The yield is 0.990. (3) The yield is 0.730. The reactants are C[Sn](C)(C)[C:3]1[CH:4]=[N:5][CH:6]=[C:7]([CH2:9][CH2:10][C:11]([OH:13])=[O:12])[CH:8]=1.[C:16]([O:20][C:21]([N:23]1[CH2:28][CH2:27][C:26](=[C:29](Br)[C:30]2[CH:35]=[CH:34][CH:33]=[CH:32][CH:31]=2)[CH2:25][CH2:24]1)=[O:22])([CH3:19])([CH3:18])[CH3:17]. The product is [C:16]([O:20][C:21]([N:23]1[CH2:24][CH2:25][C:26](=[C:29]([C:30]2[CH:31]=[CH:32][CH:33]=[CH:34][CH:35]=2)[C:3]2[CH:4]=[N:5][CH:6]=[C:7]([CH2:9][CH2:10][C:11]([OH:13])=[O:12])[CH:8]=2)[CH2:27][CH2:28]1)=[O:22])([CH3:19])([CH3:17])[CH3:18]. The catalyst is C1COCC1.Cl[Pd](Cl)([P](C1C=CC=CC=1)(C1C=CC=CC=1)C1C=CC=CC=1)[P](C1C=CC=CC=1)(C1C=CC=CC=1)C1C=CC=CC=1. (4) The reactants are [OH:1][C:2]1[C:11]2[C:10]([CH3:13])([CH3:12])[CH2:9][CH2:8][C:7]([CH3:15])([CH3:14])[C:6]=2[CH:5]=[CH:4][C:3]=1[C:16]1[CH:17]=[C:18]([CH:22]=[CH:23][C:24]([O:26]C)=[O:25])[CH:19]=[CH:20][CH:21]=1.[CH2:28](Br)[C:29]1[CH:34]=[CH:33][CH:32]=[CH:31][CH:30]=1. No catalyst specified. The product is [CH2:28]([O:1][C:2]1[C:11]2[C:10]([CH3:12])([CH3:13])[CH2:9][CH2:8][C:7]([CH3:14])([CH3:15])[C:6]=2[CH:5]=[CH:4][C:3]=1[C:16]1[CH:17]=[C:18]([CH:22]=[CH:23][C:24]([OH:26])=[O:25])[CH:19]=[CH:20][CH:21]=1)[C:29]1[CH:34]=[CH:33][CH:32]=[CH:31][CH:30]=1. The yield is 0.880. (5) The reactants are [CH:1]([N:4]1[CH2:9][CH2:8][CH:7]([O:10][C:11]2[CH:19]=[CH:18][C:17]3[N:16]4[CH2:20][CH2:21][NH:22][C:23](=[O:24])[C:15]4=[CH:14][C:13]=3[CH:12]=2)[CH2:6][CH2:5]1)([CH3:3])[CH3:2].[H-].[Na+].[CH3:27][O:28][C:29]1[CH:36]=[CH:35][C:32]([CH2:33]Cl)=[CH:31][CH:30]=1. No catalyst specified. The product is [CH:1]([N:4]1[CH2:9][CH2:8][CH:7]([O:10][C:11]2[CH:19]=[CH:18][C:17]3[N:16]4[CH2:20][CH2:21][N:22]([CH2:33][C:32]5[CH:35]=[CH:36][C:29]([O:28][CH3:27])=[CH:30][CH:31]=5)[C:23](=[O:24])[C:15]4=[CH:14][C:13]=3[CH:12]=2)[CH2:6][CH2:5]1)([CH3:3])[CH3:2]. The yield is 0.500.